Dataset: Catalyst prediction with 721,799 reactions and 888 catalyst types from USPTO. Task: Predict which catalyst facilitates the given reaction. (1) Reactant: Cl.[CH:2]1([C:6]2[C:15]([C:16]3[NH:25][C:19]4[CH2:20][CH2:21][NH:22][CH2:23][CH2:24][C:18]=4[N:17]=3)=[CH:14][C:9]([C:10]([O:12][CH3:13])=[O:11])=[C:8]([CH3:26])[CH:7]=2)[CH2:5][CH2:4][CH2:3]1.[BH-](OC(C)=O)(OC(C)=O)O[C:29](C)=O.[Na+].C=O.C(=O)(O)[O-].[Na+]. Product: [CH:2]1([C:6]2[C:15]([C:16]3[NH:17][C:18]4[CH2:24][CH2:23][N:22]([CH3:29])[CH2:21][CH2:20][C:19]=4[N:25]=3)=[CH:14][C:9]([C:10]([O:12][CH3:13])=[O:11])=[C:8]([CH3:26])[CH:7]=2)[CH2:3][CH2:4][CH2:5]1. The catalyst class is: 7. (2) Reactant: [CH3:1][S:2]([OH:5])(=[O:4])=[O:3].[Br:6][C:7]1[CH:25]=[N:24][C:10]2[N:11]=[C:12]([N:18]3[CH2:21][CH:20]([NH:22][CH3:23])[CH2:19]3)[C:13]3[N:14]([CH:15]=[N:16][N:17]=3)[C:9]=2[CH:8]=1. Product: [CH3:1][S:2]([OH:5])(=[O:4])=[O:3].[Br:6][C:7]1[CH:25]=[N:24][C:10]2[N:11]=[C:12]([N:18]3[CH2:21][CH:20]([NH:22][CH3:23])[CH2:19]3)[C:13]3[N:14]([CH:15]=[N:16][N:17]=3)[C:9]=2[CH:8]=1. The catalyst class is: 8. (3) Reactant: [Cl:1][C:2]1[CH:7]=[CH:6][CH:5]=[C:4]([F:8])[C:3]=1[C:9]1[NH:10][C:11]2[C:16]([CH:17]=1)=[CH:15][C:14]([C:18]([O:20][CH2:21][CH:22]=[CH2:23])=[O:19])=[CH:13][CH:12]=2.[C:24](O[C:24]([O:26][C:27]([CH3:30])([CH3:29])[CH3:28])=[O:25])([O:26][C:27]([CH3:30])([CH3:29])[CH3:28])=[O:25]. Product: [Cl:1][C:2]1[CH:7]=[CH:6][CH:5]=[C:4]([F:8])[C:3]=1[C:9]1[N:10]([C:24]([O:26][C:27]([CH3:30])([CH3:29])[CH3:28])=[O:25])[C:11]2[C:16]([CH:17]=1)=[CH:15][C:14]([C:18]([O:20][CH2:21][CH:22]=[CH2:23])=[O:19])=[CH:13][CH:12]=2. The catalyst class is: 154. (4) Reactant: [Cl:1][C:2]1[CH:7]=[C:6]([F:8])[CH:5]=[CH:4][C:3]=1[OH:9].[H-].[Na+].[CH2:12](Br)[C:13]1[CH:18]=[CH:17][CH:16]=[CH:15][CH:14]=1. Product: [CH2:12]([O:9][C:3]1[CH:4]=[CH:5][C:6]([F:8])=[CH:7][C:2]=1[Cl:1])[C:13]1[CH:18]=[CH:17][CH:16]=[CH:15][CH:14]=1. The catalyst class is: 7. (5) Reactant: [CH3:1][O:2][C:3]1[CH:4]=[C:5]2[C:9](=[CH:10][CH:11]=1)[NH:8][CH:7]=[CH:6]2.[C:12](Cl)(=[O:16])[C:13]([Cl:15])=[O:14]. Product: [CH3:1][O:2][C:3]1[CH:4]=[C:5]2[C:9](=[CH:10][CH:11]=1)[NH:8][CH:7]=[C:6]2[C:12](=[O:16])[C:13]([Cl:15])=[O:14]. The catalyst class is: 27. (6) Reactant: C([O:3][C:4](=[O:36])[CH2:5][C@@H:6]([N:13]1[C:21]2[CH:20]=[C:19]([CH3:22])[N:18]=[CH:17][C:16]=2[N:15]([CH2:23][C:24]2[C:32]3[C:27](=[CH:28][CH:29]=[CH:30][C:31]=3[CH3:33])[N:26]([CH3:34])[CH:25]=2)[C:14]1=[O:35])[C:7]1[CH:12]=[CH:11][CH:10]=[CH:9][CH:8]=1)C.[OH-].[Na+].C(O)(=O)CC(CC(O)=O)(C(O)=O)O. Product: [CH3:34][N:26]1[C:27]2[C:32](=[C:31]([CH3:33])[CH:30]=[CH:29][CH:28]=2)[C:24]([CH2:23][N:15]2[C:16]3[CH:17]=[N:18][C:19]([CH3:22])=[CH:20][C:21]=3[N:13]([C@@H:6]([C:7]3[CH:12]=[CH:11][CH:10]=[CH:9][CH:8]=3)[CH2:5][C:4]([OH:36])=[O:3])[C:14]2=[O:35])=[CH:25]1. The catalyst class is: 5. (7) Reactant: [Br:1][C:2]1[CH:21]=[CH:20][C:5]([O:6][C:7]2[C:8]3[CH:17]=[CH:16][C:15]([O:18][CH3:19])=[CH:14][C:9]=3[S:10](=O)(=O)[CH:11]=2)=[CH:4][CH:3]=1.CC(C[AlH]CC(C)C)C.CCOC(C)=O.[C@H](O)(C([O-])=O)[C@@H](O)C([O-])=O.[Na+].[K+]. Product: [Br:1][C:2]1[CH:21]=[CH:20][C:5]([O:6][C:7]2[C:8]3[CH:17]=[CH:16][C:15]([O:18][CH3:19])=[CH:14][C:9]=3[S:10][CH:11]=2)=[CH:4][CH:3]=1. The catalyst class is: 1. (8) The catalyst class is: 4. Product: [C:1]([C:5]1[CH:10]=[CH:9][C:8]([S:13]([OH:16])(=[O:15])=[O:14])=[C:7]([I:11])[CH:6]=1)([CH3:4])([CH3:2])[CH3:3]. Reactant: [C:1]([C:5]1[CH:10]=[CH:9][CH:8]=[C:7]([I:11])[CH:6]=1)([CH3:4])([CH3:3])[CH3:2].Cl[S:13]([OH:16])(=[O:15])=[O:14]. (9) Reactant: [CH2:1]([O:3][C:4](=[O:19])[CH2:5][C:6]1[C:11](=[O:12])[N:10]2[N:13]=[C:14]([CH:16]3[CH2:18][CH2:17]3)[CH:15]=[C:9]2[NH:8][CH:7]=1)[CH3:2].[H-].[Na+].[CH3:22]I. Product: [CH2:1]([O:3][C:4](=[O:19])[CH2:5][C:6]1[C:11](=[O:12])[N:10]2[N:13]=[C:14]([CH:16]3[CH2:17][CH2:18]3)[CH:15]=[C:9]2[N:8]([CH3:22])[CH:7]=1)[CH3:2]. The catalyst class is: 355.